Dataset: Cav3 T-type calcium channel HTS with 100,875 compounds. Task: Binary Classification. Given a drug SMILES string, predict its activity (active/inactive) in a high-throughput screening assay against a specified biological target. (1) The drug is Clc1c(S(=O)(=O)N2CCCCC2)cc(cc1)C(OCCNC(=O)c1ccncc1)=O. The result is 0 (inactive). (2) The drug is O=C1N(C(=O)c2c(/C1=C\NCC1N(CCC1)CC)cccc2)c1ccccc1. The result is 0 (inactive). (3) The molecule is S(=O)(=O)(NC(C(C)C)C(OCC(=O)NC(=O)c1n(ccc1)C)=O)c1ccc(cc1)C. The result is 0 (inactive). (4) The drug is S(=O)(=O)(N1CC(CCC1)C(=O)Nc1cc(OC)c(OC)cc1)c1ccc(OC)cc1. The result is 0 (inactive). (5) The drug is O1CC(N=C1c1n(Cc2nc(oc2C)c2ccccc2)ccc1)c1ccccc1. The result is 1 (active).